Regression. Given a peptide amino acid sequence and an MHC pseudo amino acid sequence, predict their binding affinity value. This is MHC class II binding data. From a dataset of Peptide-MHC class II binding affinity with 134,281 pairs from IEDB. (1) The peptide sequence is RNFQKVNPEGLIKEF. The MHC is DRB4_0101 with pseudo-sequence DRB4_0103. The binding affinity (normalized) is 0.237. (2) The peptide sequence is DFDGRSEFAYGSFVR. The MHC is DRB1_1302 with pseudo-sequence DRB1_1302. The binding affinity (normalized) is 0.106. (3) The peptide sequence is RLEFDEFVTLAAKFI. The MHC is DRB1_1501 with pseudo-sequence DRB1_1501. The binding affinity (normalized) is 0.388.